Dataset: Full USPTO retrosynthesis dataset with 1.9M reactions from patents (1976-2016). Task: Predict the reactants needed to synthesize the given product. (1) Given the product [CH3:1][O:2][C:3]1[CH:4]=[C:5]2[C:10](=[C:11]([N:13]3[CH2:14][CH2:15][N:16]([CH:34]4[CH2:35][CH2:36][N:31]([C:25]5[CH:26]=[CH:27][CH:28]=[C:29]6[C:24]=5[N:23]=[CH:22][C:21]([C:20]([F:39])([F:38])[F:19])=[CH:30]6)[CH2:32][CH2:33]4)[CH2:17][CH2:18]3)[CH:12]=1)[N:9]=[CH:8][CH:7]=[CH:6]2, predict the reactants needed to synthesize it. The reactants are: [CH3:1][O:2][C:3]1[CH:4]=[C:5]2[C:10](=[C:11]([N:13]3[CH2:18][CH2:17][NH:16][CH2:15][CH2:14]3)[CH:12]=1)[N:9]=[CH:8][CH:7]=[CH:6]2.[F:19][C:20]([F:39])([F:38])[C:21]1[CH:22]=[N:23][C:24]2[C:29]([CH:30]=1)=[CH:28][CH:27]=[CH:26][C:25]=2[N:31]1[CH2:36][CH2:35][C:34](=O)[CH2:33][CH2:32]1.C([BH3-])#N.[Na+]. (2) Given the product [CH:1]1([OH:13])[CH2:12][CH2:11][CH2:10][CH2:9][CH2:8][CH2:7][CH2:6][CH2:5][CH2:4][CH2:3][CH2:2]1.[C:27]1(=[O:26])[CH2:38][CH2:37][CH2:36][CH2:35][CH2:34][CH2:33][CH2:32][CH2:31][CH2:30][CH2:29][CH2:28]1, predict the reactants needed to synthesize it. The reactants are: [C:1]1(=[O:13])[CH2:12][CH2:11][CH2:10][CH2:9][CH2:8][CH2:7][CH2:6][CH2:5][CH2:4][CH2:3][CH2:2]1.C1CCCCCCCCCCC1.[O:26]1[CH:28]2[CH2:29][CH2:30][CH2:31][CH2:32][CH2:33][CH2:34][CH2:35][CH2:36][CH2:37][CH2:38][CH:27]12.O=O.[B]. (3) Given the product [NH2:16][CH2:15][C:14]1[CH:27]=[CH:28][CH:29]=[CH:30][C:13]=1[CH2:12][O:11][C:10]1[CH:9]=[C:8]([CH3:31])[N:7]([CH2:32][C:33]2[CH:38]=[CH:37][C:36]([O:39][CH3:40])=[C:35]([Cl:41])[CH:34]=2)[C:6](=[O:42])[C:5]=1[Cl:4], predict the reactants needed to synthesize it. The reactants are: O.NN.[Cl:4][C:5]1[C:6](=[O:42])[N:7]([CH2:32][C:33]2[CH:38]=[CH:37][C:36]([O:39][CH3:40])=[C:35]([Cl:41])[CH:34]=2)[C:8]([CH3:31])=[CH:9][C:10]=1[O:11][CH2:12][C:13]1[CH:30]=[CH:29][CH:28]=[CH:27][C:14]=1[CH2:15][N:16]1C(=O)C2C(=CC=CC=2)C1=O. (4) Given the product [Cl:1][C:2]1[C:3]2[N:4]([C:24]([CH2:25][CH:26]3[CH2:28][CH2:27]3)=[N:23][N:22]=2)[N:5]=[CH:6][C:7]=1[N:8]1[CH2:13][CH2:12][C:11]2([C:21]3[C:16](=[CH:17][CH:18]=[CH:19][CH:20]=3)[CH:15]=[CH:14]2)[CH2:10][CH2:9]1, predict the reactants needed to synthesize it. The reactants are: [Cl:1][C:2]1[C:7]([N:8]2[CH2:13][CH2:12][C:11]3([C:21]4[C:16](=[CH:17][CH:18]=[CH:19][CH:20]=4)[CH:15]=[CH:14]3)[CH2:10][CH2:9]2)=[CH:6][N:5]=[N:4][C:3]=1[NH:22][NH:23][C:24](=O)[CH2:25][CH:26]1[CH2:28][CH2:27]1.P(Cl)(Cl)(Cl)=O. (5) Given the product [CH3:18][C:13]1[C:12]([C:4]2[CH:5]=[CH:6][C:1]([CH3:10])=[CH:2][CH:3]=2)=[C:16]([CH3:17])[O:15][N:14]=1, predict the reactants needed to synthesize it. The reactants are: [C:1]1([CH3:10])[CH:6]=[CH:5][C:4](B(O)O)=[CH:3][CH:2]=1.I[C:12]1[C:13]([CH3:18])=[N:14][O:15][C:16]=1[CH3:17].C(=O)([O-])[O-].[Na+].[Na+]. (6) Given the product [C:21]([OH:26])(=[O:25])[C:22]([OH:24])=[O:23].[Cl:27][CH2:28][CH2:29][CH2:30][N:31]1[CH2:32][CH:33]([O:35][C:36]([C:49]2[CH:54]=[CH:53][CH:52]=[CH:51][CH:50]=2)([C:43]2[CH:44]=[CH:45][CH:46]=[CH:47][CH:48]=2)[C:37]2[CH:42]=[CH:41][CH:40]=[CH:39][CH:38]=2)[CH2:34]1, predict the reactants needed to synthesize it. The reactants are: S1C2C=CC(CCOCCCN3CC(O)C3)=CC=2C=C1.[C:21]([OH:26])(=[O:25])[C:22]([OH:24])=[O:23].[Cl:27][CH2:28][CH2:29][CH2:30][N:31]1[CH2:34][CH:33]([O:35][C:36]([C:49]2[CH:54]=[CH:53][CH:52]=[CH:51][CH:50]=2)([C:43]2[CH:48]=[CH:47][CH:46]=[CH:45][CH:44]=2)[C:37]2[CH:42]=[CH:41][CH:40]=[CH:39][CH:38]=2)[CH2:32]1. (7) Given the product [OH:1][CH2:2][C@@H:3]([NH:21][CH2:22][C@H:23]([OH:40])[CH2:24][O:25][C:26]1[CH:27]=[CH:28][C:29]([OH:32])=[CH:30][CH:31]=1)[CH2:4][C:5]1[CH:6]=[CH:7][C:8]([O:9][C:10]2[N:18]=[CH:17][CH:16]=[CH:15][C:11]=2[C:12]([NH2:14])=[O:13])=[CH:19][CH:20]=1, predict the reactants needed to synthesize it. The reactants are: [OH:1][CH2:2][C@@H:3]([NH:21][CH2:22][C@H:23]([OH:40])[CH2:24][O:25][C:26]1[CH:31]=[CH:30][C:29]([O:32]CC2C=CC=CC=2)=[CH:28][CH:27]=1)[CH2:4][C:5]1[CH:20]=[CH:19][C:8]([O:9][C:10]2[N:18]=[CH:17][CH:16]=[CH:15][C:11]=2[C:12]([NH2:14])=[O:13])=[CH:7][CH:6]=1.[H][H]. (8) Given the product [CH3:24][N:27]([CH3:26])[C:2]1[CH:3]=[C:4]2[C:9](=[CH:10][CH:11]=1)[N:8]=[C:7]([CH3:12])[N:6]=[C:5]2[N:13]([C:15]1[CH:20]=[CH:19][C:18]([O:21][CH3:22])=[CH:17][CH:16]=1)[CH3:14], predict the reactants needed to synthesize it. The reactants are: N[C:2]1[CH:3]=[C:4]2[C:9](=[CH:10][CH:11]=1)[N:8]=[C:7]([CH3:12])[N:6]=[C:5]2[N:13]([C:15]1[CH:20]=[CH:19][C:18]([O:21][CH3:22])=[CH:17][CH:16]=1)[CH3:14].O.[CH2:24]=O.[C:26]([BH3-])#[N:27].[Na+].Cl. (9) Given the product [Br-:1].[CH3:10][O:9][C:6]1[CH:7]=[CH:8][C:3]([CH2:2][P+:18]([C:19]2[CH:20]=[CH:21][CH:22]=[CH:23][CH:24]=2)([C:25]2[CH:30]=[CH:29][CH:28]=[CH:27][CH:26]=2)[C:12]2[CH:13]=[CH:14][CH:15]=[CH:16][CH:17]=2)=[C:4]([CH3:11])[CH:5]=1, predict the reactants needed to synthesize it. The reactants are: [Br:1][CH2:2][C:3]1[CH:8]=[CH:7][C:6]([O:9][CH3:10])=[CH:5][C:4]=1[CH3:11].[C:12]1([P:18]([C:25]2[CH:30]=[CH:29][CH:28]=[CH:27][CH:26]=2)[C:19]2[CH:24]=[CH:23][CH:22]=[CH:21][CH:20]=2)[CH:17]=[CH:16][CH:15]=[CH:14][CH:13]=1.